This data is from Catalyst prediction with 721,799 reactions and 888 catalyst types from USPTO. The task is: Predict which catalyst facilitates the given reaction. (1) Reactant: [F:1][C:2]1[CH:3]=[C:4]([NH2:12])[C:5](=[CH:9][C:10]=1[F:11])[C:6]([OH:8])=O.O.OC1C2N=NNC=2C=CC=1.C(N(C(C)C)CC)(C)C.[F:33][C:34]1[CH:39]=[CH:38][C:37]([CH2:40][CH2:41][NH2:42])=[CH:36][CH:35]=1.CCN=C=NCCCN(C)C.C(N)(=O)C1C=CC=CC=1. Product: [NH2:12][C:4]1[CH:3]=[C:2]([F:1])[C:10]([F:11])=[CH:9][C:5]=1[C:6]([NH:42][CH2:41][CH2:40][C:37]1[CH:38]=[CH:39][C:34]([F:33])=[CH:35][CH:36]=1)=[O:8]. The catalyst class is: 49. (2) Reactant: [CH3:1][O:2][C:3]1[CH:4]=[CH:5][CH:6]=[C:7]2[C:11]=1[C:10](=[N:12]O)[CH2:9][CH2:8]2. Product: [CH3:1][O:2][C:3]1[CH:4]=[CH:5][CH:6]=[C:7]2[C:11]=1[CH:10]([NH2:12])[CH2:9][CH2:8]2. The catalyst class is: 29.